This data is from Full USPTO retrosynthesis dataset with 1.9M reactions from patents (1976-2016). The task is: Predict the reactants needed to synthesize the given product. (1) Given the product [NH:27]([CH2:2][CH2:3][C@@H:4]1[CH2:9][N:8]([C:10]([O:12][CH2:13][C:14]2[CH:15]=[CH:16][CH:17]=[CH:18][CH:19]=2)=[O:11])[CH2:7][CH2:6][N:5]1[C:20]([O:22][C:23]([CH3:26])([CH3:24])[CH3:25])=[O:21])[C:28]1[CH:33]=[CH:32][CH:31]=[CH:30][CH:29]=1, predict the reactants needed to synthesize it. The reactants are: O=[CH:2][CH2:3][C@@H:4]1[CH2:9][N:8]([C:10]([O:12][CH2:13][C:14]2[CH:19]=[CH:18][CH:17]=[CH:16][CH:15]=2)=[O:11])[CH2:7][CH2:6][N:5]1[C:20]([O:22][C:23]([CH3:26])([CH3:25])[CH3:24])=[O:21].[NH2:27][C:28]1[CH:33]=[CH:32][CH:31]=[CH:30][CH:29]=1.C(O[BH-](OC(=O)C)OC(=O)C)(=O)C.[Na+].C(=O)([O-])O.[Na+]. (2) The reactants are: C[C:2]1([CH3:18])[CH2:6][N:5]([C:7]2[CH:15]=[CH:14][C:10]([C:11]([OH:13])=O)=[CH:9][C:8]=2[CH3:16])[C:4](=[O:17])N1.[Cl:19][C:20]1[CH:31]=[CH:30][C:23]2[NH:24][C:25]([C@@H:27]([NH2:29])[CH3:28])=[N:26][C:22]=2[CH:21]=1.CN([C:35]([O:39]N1N=NC2C=CC=CC1=2)=[N+](C)C)C.[B-](F)(F)(F)F.CCN(C(C)C)C(C)C. Given the product [Cl:19][C:20]1[CH:31]=[CH:30][C:23]2[NH:24][C:25]([C@@H:27]([NH:29][C:11](=[O:13])[C:10]3[CH:14]=[CH:15][C:7]([N:5]4[CH2:6][CH2:2][CH2:18][CH2:35][O:39][C:4]4=[O:17])=[C:8]([CH3:16])[CH:9]=3)[CH3:28])=[N:26][C:22]=2[CH:21]=1, predict the reactants needed to synthesize it. (3) Given the product [Cl:1][C:2]1[CH:3]=[C:4]([CH:9]2[C:18]3[C:13](=[CH:14][CH:15]=[C:16]([O:19][CH3:20])[CH:17]=3)[CH2:12][CH:11]([NH:26][CH3:25])[CH2:10]2)[CH:5]=[CH:6][C:7]=1[Cl:8], predict the reactants needed to synthesize it. The reactants are: [Cl:1][C:2]1[CH:3]=[C:4]([CH:9]2[C:18]3[C:13](=[CH:14][CH:15]=[C:16]([O:19][CH3:20])[CH:17]=3)[CH2:12][C:11](=O)[CH2:10]2)[CH:5]=[CH:6][C:7]=1[Cl:8].Cl.CN.[C:25]([BH3-])#[N:26].[Na+].